Dataset: Forward reaction prediction with 1.9M reactions from USPTO patents (1976-2016). Task: Predict the product of the given reaction. (1) The product is: [F:59][C:39]1[CH:38]=[C:37]([C:2]2[CH:11]=[C:10]3[C:5]([CH:6]=[C:7]([F:12])[CH:8]=[N:9]3)=[CH:4][CH:3]=2)[CH:42]=[CH:41][C:40]=1[N:43]1[C:47](=[O:48])[NH:46][N:45]=[C:44]1[CH2:49][C@@H:50]1[CH2:54][CH2:53][N:52]([C:55](=[O:58])[CH2:56][CH3:57])[CH2:51]1. Given the reactants Br[C:2]1[CH:11]=[C:10]2[C:5]([CH:6]=[C:7]([F:12])[CH:8]=[N:9]2)=[CH:4][CH:3]=1.B1(B2OC(C)(C)C(C)(C)O2)OC(C)(C)C(C)(C)O1.C([O-])(=O)C.[K+].Br[C:37]1[CH:42]=[CH:41][C:40]([N:43]2[C:47](=[O:48])[NH:46][N:45]=[C:44]2[CH2:49][C@@H:50]2[CH2:54][CH2:53][N:52]([C:55](=[O:58])[CH2:56][CH3:57])[CH2:51]2)=[C:39]([F:59])[CH:38]=1.C(=O)([O-])[O-].[K+].[K+], predict the reaction product. (2) Given the reactants Br[C:2]1[CH:7]=[CH:6][C:5]([C:8]2[N:12]([C:13]3[CH:18]=[CH:17][C:16]([Cl:19])=[CH:15][C:14]=3[Cl:20])[N:11]=[C:10]([C:21]([N:23]3[CH2:28][CH2:27][C:26]([C:30]4[CH:35]=[CH:34][CH:33]=[CH:32][CH:31]=4)([OH:29])[CH2:25][CH2:24]3)=[O:22])[C:9]=2[CH3:36])=[CH:4][CH:3]=1.C(=O)([O-])[O-].[Na+].[Na+].[CH3:43][N:44](C)C(=O)C, predict the reaction product. The product is: [Cl:20][C:14]1[CH:15]=[C:16]([Cl:19])[CH:17]=[CH:18][C:13]=1[N:12]1[C:8]([C:5]2[CH:6]=[CH:7][C:2]([C:43]#[N:44])=[CH:3][CH:4]=2)=[C:9]([CH3:36])[C:10]([C:21]([N:23]2[CH2:28][CH2:27][C:26]([OH:29])([C:30]3[CH:35]=[CH:34][CH:33]=[CH:32][CH:31]=3)[CH2:25][CH2:24]2)=[O:22])=[N:11]1.